Dataset: Peptide-MHC class I binding affinity with 185,985 pairs from IEDB/IMGT. Task: Regression. Given a peptide amino acid sequence and an MHC pseudo amino acid sequence, predict their binding affinity value. This is MHC class I binding data. (1) The peptide sequence is NLEELTTVFI. The MHC is HLA-A02:02 with pseudo-sequence HLA-A02:02. The binding affinity (normalized) is 0.442. (2) The peptide sequence is RTGDIGCFK. The MHC is HLA-A03:01 with pseudo-sequence HLA-A03:01. The binding affinity (normalized) is 0.378. (3) The peptide sequence is DTAKPTSVY. The MHC is HLA-A25:01 with pseudo-sequence HLA-A25:01. The binding affinity (normalized) is 0.714. (4) The MHC is HLA-A03:01 with pseudo-sequence HLA-A03:01. The peptide sequence is TAYCPLQHW. The binding affinity (normalized) is 0.213. (5) The binding affinity (normalized) is 0.316. The peptide sequence is AMCTNTFVL. The MHC is H-2-Kb with pseudo-sequence H-2-Kb. (6) The peptide sequence is FLAPDTRYV. The MHC is HLA-A02:03 with pseudo-sequence HLA-A02:03. The binding affinity (normalized) is 0.735. (7) The MHC is HLA-A32:01 with pseudo-sequence HLA-A32:01. The binding affinity (normalized) is 0.119. The peptide sequence is LMINNMHSI. (8) The peptide sequence is NHLPRELIF. The MHC is Mamu-A07 with pseudo-sequence Mamu-A07. The binding affinity (normalized) is 0.541.